Dataset: M1 muscarinic receptor agonist screen with 61,833 compounds. Task: Binary Classification. Given a drug SMILES string, predict its activity (active/inactive) in a high-throughput screening assay against a specified biological target. (1) The compound is O(c1nc(nc(c1)C)c1ccccc1)c1ccccc1. The result is 0 (inactive). (2) The drug is O=C(Nc1c2c([nH]c1C(OCC)=O)cc1OCOc1c2)CN1CCC(CC1)C. The result is 0 (inactive). (3) The compound is S(=O)(=O)(NC(C)C(OC)=O)c1ccc(NC(=O)C)cc1. The result is 0 (inactive). (4) The result is 0 (inactive). The compound is N1(CCCC1)c1ncnc2n(ncc12)Cc1ccc(cc1)C. (5) The compound is S(=O)(=O)(N(CC(=O)NC=1SCCN1)C)c1ccc(NC(=O)C)cc1. The result is 0 (inactive). (6) The compound is S(CCn1c(N2CCOCC2)nc2n(c(=O)n(c(=O)c12)C)C)c1nc(ccn1)C. The result is 0 (inactive). (7) The molecule is S(c1n(c2c(c(ccc2)C)C)ccn1)CC(=O)Nc1sc(nn1)C. The result is 0 (inactive). (8) The molecule is O(C(=O)c1c(NC(=O)CC#N)cccc1)C. The result is 0 (inactive).